From a dataset of Reaction yield outcomes from USPTO patents with 853,638 reactions. Predict the reaction yield, written as a fraction of the theoretical maximum amount of product (1.0 means a 100% yield; for example, 0.34 means a 34% yield). (1) The reactants are [I:1][C:2]1[CH:3]=[C:4]2[C:8](=[CH:9][CH:10]=1)[NH:7][C:6](=[O:11])[C:5]2=[O:12].C1CCN2C(=NCCC2)CC1.Br[CH2:25][CH2:26][CH2:27][C:28]([O:30][CH3:31])=[O:29]. The catalyst is C1COCC1. The product is [I:1][C:2]1[CH:3]=[C:4]2[C:8](=[CH:9][CH:10]=1)[N:7]([CH2:25][CH2:26][CH2:27][C:28]([O:30][CH3:31])=[O:29])[C:6](=[O:11])[C:5]2=[O:12]. The yield is 0.710. (2) The reactants are [CH3:1][C:2]([CH3:15])([C:4](=[O:14])[CH2:5][C:6](=[N:8][CH2:9][CH2:10]N(C)C)[CH3:7])[CH3:3].[O-]S([O-])(=O)=O.[Na+].[Na+].[CH3:23][N:24]([CH3:29])[CH2:25]CCN. No catalyst specified. The product is [CH3:15][C:2]([CH3:1])([C:4](=[O:14])[CH2:5][C:6](=[N:8][CH2:9][CH2:10][CH2:23][N:24]([CH3:29])[CH3:25])[CH3:7])[CH3:3]. The yield is 0.890. (3) The reactants are [CH:1]1([CH:4]([CH:6]2[CH2:11][CH2:10][NH:9][CH2:8][CH2:7]2)[CH3:5])[CH2:3][CH2:2]1.[CH2:12]([O:19][C:20](ON1C(=O)CCC1=O)=[O:21])[C:13]1[CH:18]=[CH:17][CH:16]=[CH:15][CH:14]=1.Cl. The catalyst is CN(C)C1C=CN=CC=1.N1C=CC=CC=1.ClCCl. The product is [CH:1]1([CH:4]([CH:6]2[CH2:7][CH2:8][N:9]([C:20]([O:19][CH2:12][C:13]3[CH:18]=[CH:17][CH:16]=[CH:15][CH:14]=3)=[O:21])[CH2:10][CH2:11]2)[CH3:5])[CH2:2][CH2:3]1. The yield is 0.910. (4) The reactants are C([O:3][CH:4](OCC)[C:5]1[CH:6]=[C:7]([CH:11]2[C:16]3=[N:17][NH:18][C:19](=[O:24])[C:20]4[CH:21]=[CH:22][CH:23]=[C:14]([C:15]=43)[NH:13][CH:12]2[C:25]2[CH:30]=[CH:29][CH:28]=[CH:27][CH:26]=2)[CH:8]=[CH:9][CH:10]=1)C.C(=O)([O-])[O-].[K+].[K+]. The catalyst is Cl. The product is [O:24]=[C:19]1[C:20]2[CH:21]=[CH:22][CH:23]=[C:14]3[NH:13][CH:12]([C:25]4[CH:26]=[CH:27][CH:28]=[CH:29][CH:30]=4)[CH:11]([C:7]4[CH:6]=[C:5]([CH:10]=[CH:9][CH:8]=4)[CH:4]=[O:3])[C:16]([C:15]=23)=[N:17][NH:18]1. The yield is 0.880. (5) The reactants are O=[C:2]1[NH:11][C:10]2[C:5](=[CH:6][CH:7]=[C:8]([C:12]([O:14][CH3:15])=[O:13])[CH:9]=2)[N:4]=[C:3]1[C:16]1[CH:21]=[CH:20][CH:19]=[CH:18][CH:17]=1.P(Br)(Br)([Br:24])=O. The catalyst is CC#N. The product is [Br:24][C:2]1[C:3]([C:16]2[CH:21]=[CH:20][CH:19]=[CH:18][CH:17]=2)=[N:4][C:5]2[C:10]([N:11]=1)=[CH:9][C:8]([C:12]([O:14][CH3:15])=[O:13])=[CH:7][CH:6]=2. The yield is 0.780. (6) The catalyst is CN(C)C=O. The product is [ClH:1].[Cl:1][C:2]1[N:3]=[CH:4][C:5]([CH2:8][N:12]2[CH:13]=[CH:14][CH:15]=[CH:16][C:11]2=[NH:10])=[CH:6][CH:7]=1. The yield is 0.440. The reactants are [Cl:1][C:2]1[CH:7]=[CH:6][C:5]([CH2:8]Cl)=[CH:4][N:3]=1.[NH2:10][C:11]1[CH:16]=[CH:15][CH:14]=[CH:13][N:12]=1. (7) The reactants are [C:1]([O:5][C:6](=[O:35])[NH:7][C:8]1[S:9][C:10](Br)=[CH:11][C:12]=1[C:13]([N:15]1[CH2:20][CH2:19][CH:18]([N:21]2[CH2:33][CH2:32][CH2:31][C:23]3([C:27](=[O:28])[O:26][C:25]([CH3:30])([CH3:29])[CH2:24]3)[CH2:22]2)[CH2:17][CH2:16]1)=[O:14])([CH3:4])([CH3:3])[CH3:2].C([Sn](CCCC)(CCCC)[C:41]1[CH:46]=[CH:45][CH:44]=[CH:43][N:42]=1)CCC. The catalyst is O1CCOCC1.C1C=CC([P]([Pd]([P](C2C=CC=CC=2)(C2C=CC=CC=2)C2C=CC=CC=2)([P](C2C=CC=CC=2)(C2C=CC=CC=2)C2C=CC=CC=2)[P](C2C=CC=CC=2)(C2C=CC=CC=2)C2C=CC=CC=2)(C2C=CC=CC=2)C2C=CC=CC=2)=CC=1. The product is [C:1]([O:5][C:6](=[O:35])[NH:7][C:8]1[S:9][C:10]([C:41]2[CH:46]=[CH:45][CH:44]=[CH:43][N:42]=2)=[CH:11][C:12]=1[C:13]([N:15]1[CH2:20][CH2:19][CH:18]([N:21]2[CH2:33][CH2:32][CH2:31][C:23]3([C:27](=[O:28])[O:26][C:25]([CH3:30])([CH3:29])[CH2:24]3)[CH2:22]2)[CH2:17][CH2:16]1)=[O:14])([CH3:4])([CH3:3])[CH3:2]. The yield is 0.810. (8) The reactants are [NH2:1][C:2]1[CH:7]=[CH:6][C:5]([C:8]2([C:16]#[N:17])[CH2:13][CH2:12][S:11](=[O:15])(=[O:14])[CH2:10][CH2:9]2)=[CH:4][C:3]=1[C:18]1[CH2:23][CH2:22][C:21]([CH3:25])([CH3:24])[CH2:20][CH:19]=1.[K+].[C:27]([C:29]1[N:30]=[C:31]([C:42]([O-])=[O:43])[N:32]([CH2:34][O:35][CH2:36][CH2:37][Si:38]([CH3:41])([CH3:40])[CH3:39])[CH:33]=1)#[N:28].C1CN([P+](Br)(N2CCCC2)N2CCCC2)CC1.F[P-](F)(F)(F)(F)F.CCN(C(C)C)C(C)C. The catalyst is C(Cl)Cl. The product is [C:16]([C:8]1([C:5]2[CH:6]=[CH:7][C:2]([NH:1][C:42]([C:31]3[N:32]([CH2:34][O:35][CH2:36][CH2:37][Si:38]([CH3:41])([CH3:40])[CH3:39])[CH:33]=[C:29]([C:27]#[N:28])[N:30]=3)=[O:43])=[C:3]([C:18]3[CH2:23][CH2:22][C:21]([CH3:25])([CH3:24])[CH2:20][CH:19]=3)[CH:4]=2)[CH2:13][CH2:12][S:11](=[O:15])(=[O:14])[CH2:10][CH2:9]1)#[N:17]. The yield is 0.950. (9) The reactants are [C:1]([C:4]1[CH:5]=[CH:6][C:7]([O:13][CH2:14][C:15]2[CH:20]=[CH:19][CH:18]=[CH:17][CH:16]=2)=[C:8]([CH:12]=1)[C:9]([OH:11])=O)(=[O:3])[CH3:2].[F:21][C:22]([F:35])([F:34])[C:23]1[CH:24]=[C:25]([CH:27]=[C:28]([C:30]([F:33])([F:32])[F:31])[CH:29]=1)[NH2:26]. No catalyst specified. The product is [C:1]([C:4]1[CH:5]=[CH:6][C:7]([O:13][CH2:14][C:15]2[CH:20]=[CH:19][CH:18]=[CH:17][CH:16]=2)=[C:8]([CH:12]=1)[C:9]([NH:26][C:25]1[CH:27]=[C:28]([C:30]([F:31])([F:32])[F:33])[CH:29]=[C:23]([C:22]([F:21])([F:34])[F:35])[CH:24]=1)=[O:11])(=[O:3])[CH3:2]. The yield is 0.631.